From a dataset of Full USPTO retrosynthesis dataset with 1.9M reactions from patents (1976-2016). Predict the reactants needed to synthesize the given product. (1) Given the product [Cl:1][C:2]1[N:3]=[N:4][C:5]([N:13]2[CH2:14][CH:11]([OH:10])[CH2:12]2)=[CH:6][CH:7]=1, predict the reactants needed to synthesize it. The reactants are: [Cl:1][C:2]1[N:3]=[N:4][C:5](Cl)=[CH:6][CH:7]=1.Cl.[OH:10][CH:11]1[CH2:14][NH:13][CH2:12]1.[OH-].[Na+]. (2) Given the product [F:51][C:45]1[C:46]([F:50])=[CH:47][CH:48]=[CH:49][C:44]=1[NH:43][C:41](=[O:42])[CH2:40][C:38]1[NH:37][N:36]=[C:35]([NH:34][C:28]2[C:27]3[C:32](=[CH:33][C:24]([O:23][CH2:22][CH2:21][CH2:20][N:16]4[CH2:17][CH2:18][CH2:19][C@H:15]4[CH2:14][OH:13])=[CH:25][CH:26]=3)[N:31]=[CH:30][N:29]=2)[CH:39]=1, predict the reactants needed to synthesize it. The reactants are: P([O:13][CH2:14][C@@H:15]1[CH2:19][CH2:18][CH2:17][N:16]1[CH2:20][CH2:21][CH2:22][O:23][C:24]1[CH:33]=[C:32]2[C:27]([C:28]([NH:34][C:35]3[CH:39]=[C:38]([CH2:40][C:41]([NH:43][C:44]4[CH:49]=[CH:48][CH:47]=[C:46]([F:50])[C:45]=4[F:51])=[O:42])[NH:37][N:36]=3)=[N:29][CH:30]=[N:31]2)=[CH:26][CH:25]=1)(OC(C)(C)C)(OC(C)(C)C)=O.N1CCC[C@H]1CO. (3) Given the product [N+:21]([C:10]1[CH:9]=[C:5]([CH:4]=[C:3]([S:2]([F:12])([F:13])([F:14])([F:15])[F:1])[CH:11]=1)[C:6]([OH:8])=[O:7])([O-:23])=[O:22], predict the reactants needed to synthesize it. The reactants are: [F:1][S:2]([F:15])([F:14])([F:13])([F:12])[C:3]1[CH:4]=[C:5]([CH:9]=[CH:10][CH:11]=1)[C:6]([OH:8])=[O:7].OS(O)(=O)=O.[N+:21]([O-])([OH:23])=[O:22]. (4) The reactants are: Cl.[CH2:2]([O:4][C:5](=[O:9])[CH2:6][CH2:7][NH2:8])[CH3:3].[CH3:10][CH:11]1[CH2:15][CH2:14][CH2:13][C:12]1=O.C([O-])(=O)C.[Na+].C(O[BH-](OC(=O)C)OC(=O)C)(=O)C.[Na+]. Given the product [CH2:2]([O:4][C:5](=[O:9])[CH2:6][CH2:7][NH:8][CH:13]1[CH2:14][CH2:15][CH:11]([CH3:10])[CH2:12]1)[CH3:3], predict the reactants needed to synthesize it. (5) Given the product [OH:1][C@H:2]([CH2:8][CH2:9][CH2:10][CH2:11][CH2:12][CH2:13][CH2:14][CH2:15][CH2:16][CH2:17][CH3:18])[CH2:3][C:4]([O-:6])=[O:5].[CH:29]1([NH2+:28][CH:22]2[CH2:23][CH2:24][CH2:25][CH2:26][CH2:27]2)[CH2:30][CH2:31][CH2:32][CH2:33][CH2:34]1, predict the reactants needed to synthesize it. The reactants are: [O:1]=[C:2]([CH2:8][CH2:9][CH2:10][CH2:11][CH2:12][CH2:13][CH2:14][CH2:15][CH2:16][CH2:17][CH3:18])[CH2:3][C:4]([O:6]C)=[O:5].Cl.[Li+].[OH-].[CH:22]1([NH:28][CH:29]2[CH2:34][CH2:33][CH2:32][CH2:31][CH2:30]2)[CH2:27][CH2:26][CH2:25][CH2:24][CH2:23]1.